This data is from Forward reaction prediction with 1.9M reactions from USPTO patents (1976-2016). The task is: Predict the product of the given reaction. Given the reactants [OH:1][CH2:2][C@@H:3]1[O:7][C:6](=[O:8])[NH:5][CH2:4]1.[N+:9]([C:12]1[CH:17]=[CH:16][CH:15]=[CH:14][C:13]=1[S:18](Cl)(=[O:20])=[O:19])([O-:11])=[O:10].O, predict the reaction product. The product is: [O:8]=[C:6]1[NH:5][CH2:4][C@H:3]([CH2:2][O:1][S:18]([C:13]2[CH:14]=[CH:15][CH:16]=[CH:17][C:12]=2[N+:9]([O-:11])=[O:10])(=[O:19])=[O:20])[O:7]1.